From a dataset of Catalyst prediction with 721,799 reactions and 888 catalyst types from USPTO. Predict which catalyst facilitates the given reaction. Reactant: [F:1][C:2]([F:22])([C:15]1[CH:20]=[CH:19][C:18]([F:21])=[CH:17][CH:16]=1)[C:3]([NH:5][C:6]1[CH:14]=[CH:13][CH:12]=[CH:11][C:7]=1[C:8]([NH2:10])=[O:9])=O.Cl[Si](C)(C)C. Product: [F:1][C:2]([F:22])([C:15]1[CH:20]=[CH:19][C:18]([F:21])=[CH:17][CH:16]=1)[C:3]1[N:10]=[C:8]([OH:9])[C:7]2[C:6](=[CH:14][CH:13]=[CH:12][CH:11]=2)[N:5]=1. The catalyst class is: 26.